This data is from Reaction yield outcomes from USPTO patents with 853,638 reactions. The task is: Predict the reaction yield, written as a fraction of the theoretical maximum amount of product (1.0 means a 100% yield; for example, 0.34 means a 34% yield). The reactants are Cl[C:2]1[N:7]=[CH:6][C:5]([C:8]([O:10][CH3:11])=[O:9])=[CH:4][N:3]=1.[CH2:12]([N:14]1[CH2:20][CH2:19][CH2:18][NH:17][CH2:16][CH2:15]1)[CH3:13].C(N(C(C)C)C(C)C)C. The catalyst is ClCCl. The product is [CH2:12]([N:14]1[CH2:20][CH2:19][CH2:18][N:17]([C:2]2[N:7]=[CH:6][C:5]([C:8]([O:10][CH3:11])=[O:9])=[CH:4][N:3]=2)[CH2:16][CH2:15]1)[CH3:13]. The yield is 0.870.